This data is from Forward reaction prediction with 1.9M reactions from USPTO patents (1976-2016). The task is: Predict the product of the given reaction. (1) Given the reactants [Br:1][C:2]1[CH:10]=[C:9]([F:11])[CH:8]=[CH:7][C:3]=1[C:4]([OH:6])=[O:5].[CH3:12]O, predict the reaction product. The product is: [Br:1][C:2]1[CH:10]=[C:9]([F:11])[CH:8]=[CH:7][C:3]=1[C:4]([O:6][CH3:12])=[O:5]. (2) The product is: [Cl:1][C:2]1[C:7]([Cl:8])=[C:6]([C:9]2[CH:14]=[CH:13][C:12]([Cl:15])=[CH:11][CH:10]=2)[N:5]=[C:4]([C:16]([Cl:21])=[O:18])[CH:3]=1. Given the reactants [Cl:1][C:2]1[C:7]([Cl:8])=[C:6]([C:9]2[CH:14]=[CH:13][C:12]([Cl:15])=[CH:11][CH:10]=2)[N:5]=[C:4]([C:16]([OH:18])=O)[CH:3]=1.S(Cl)([Cl:21])=O.CN(C)C=O.CN(C1C=CC=CN=1)C, predict the reaction product. (3) Given the reactants [OH-].[Li+].C([O:5][C:6](=[O:25])[C:7]([C:18]1[CH:23]=[CH:22][CH:21]=[C:20]([Br:24])[N:19]=1)([CH2:13][O:14][CH2:15][O:16][CH3:17])[CH2:8][O:9][CH2:10][O:11][CH3:12])C, predict the reaction product. The product is: [Br:24][C:20]1[N:19]=[C:18]([C:7]([CH2:8][O:9][CH2:10][O:11][CH3:12])([CH2:13][O:14][CH2:15][O:16][CH3:17])[C:6]([OH:25])=[O:5])[CH:23]=[CH:22][CH:21]=1. (4) Given the reactants [Br:1][C:2]1[CH:3]=[C:4]([NH:10][C:11]2[N:12]=[CH:13][N:14]([CH:16]3[CH2:21][CH2:20][NH:19][CH2:18][CH2:17]3)[CH:15]=2)[C:5](=[O:9])[N:6]([CH3:8])[CH:7]=1.[BH3-]C#N.[Na+].[O:26]1[CH2:29][C:28](=O)[CH2:27]1, predict the reaction product. The product is: [Br:1][C:2]1[CH:3]=[C:4]([NH:10][C:11]2[N:12]=[CH:13][N:14]([CH:16]3[CH2:21][CH2:20][N:19]([CH:28]4[CH2:29][O:26][CH2:27]4)[CH2:18][CH2:17]3)[CH:15]=2)[C:5](=[O:9])[N:6]([CH3:8])[CH:7]=1.